This data is from Full USPTO retrosynthesis dataset with 1.9M reactions from patents (1976-2016). The task is: Predict the reactants needed to synthesize the given product. (1) Given the product [F:1][C:2]([F:7])([F:6])[C:3]([OH:5])=[O:4].[CH2:8]([S:10]([N:13]1[CH2:14][CH2:15][CH:16]([C:19]2[C:27]3[C:22](=[C:23]([C:36]([NH2:38])=[O:37])[CH:24]=[C:25]([C:28]4[S:29][CH:30]=[C:31]([CH2:33][NH:34][CH2:35][CH:2]([CH3:3])[CH3:39])[CH:32]=4)[CH:26]=3)[NH:21][CH:20]=2)[CH2:17][CH2:18]1)(=[O:11])=[O:12])[CH3:9], predict the reactants needed to synthesize it. The reactants are: [F:1][C:2]([F:7])([F:6])[C:3]([OH:5])=[O:4].[CH2:8]([S:10]([N:13]1[CH2:18][CH2:17][CH:16]([C:19]2[C:27]3[C:22](=[C:23]([C:36]([NH2:38])=[O:37])[CH:24]=[C:25]([C:28]4[S:29][CH:30]=[C:31]([CH2:33][NH:34][CH3:35])[CH:32]=4)[CH:26]=3)[NH:21][CH:20]=2)[CH2:15][CH2:14]1)(=[O:12])=[O:11])[CH3:9].[CH3:39]N. (2) Given the product [CH:1]12[CH2:10][CH:5]3[CH2:6][CH:7]([CH2:9][CH:3]([CH2:4]3)[CH:2]1[NH:11][C:12]([C:14]1[CH:15]=[N:16][N:17]([C:20]3[CH:25]=[CH:24][CH:23]=[CH:22][CH:21]=3)[C:18]=1[NH:26][CH2:27][CH:28]([OH:30])[CH3:29])=[O:13])[CH2:8]2, predict the reactants needed to synthesize it. The reactants are: [CH:1]12[CH2:10][CH:5]3[CH2:6][CH:7]([CH2:9][CH:3]([CH2:4]3)[CH:2]1[NH:11][C:12]([C:14]1[CH:15]=[N:16][N:17]([C:20]3[CH:25]=[CH:24][CH:23]=[CH:22][CH:21]=3)[C:18]=1Cl)=[O:13])[CH2:8]2.[NH2:26][CH2:27][CH:28]([OH:30])[CH3:29]. (3) The reactants are: Br[C:2]1[CH:3]=[N:4][C:5]([N:8]2[CH2:13][CH2:12][N:11]([S:14]([C:17]3([C:23]([O:25][C:26]([CH3:29])([CH3:28])[CH3:27])=[O:24])[CH2:22][CH2:21][O:20][CH2:19][CH2:18]3)(=[O:16])=[O:15])[CH2:10][CH2:9]2)=[N:6][CH:7]=1.[CH3:30][O:31][C:32]1[CH:37]=[CH:36][C:35](B(O)O)=[CH:34][CH:33]=1.C(=O)([O-])[O-].[Cs+].[Cs+].C(OCC)(=O)C.CCCCCC. Given the product [CH3:30][O:31][C:32]1[CH:37]=[CH:36][C:35]([C:2]2[CH:3]=[N:4][C:5]([N:8]3[CH2:13][CH2:12][N:11]([S:14]([C:17]4([C:23]([O:25][C:26]([CH3:29])([CH3:28])[CH3:27])=[O:24])[CH2:22][CH2:21][O:20][CH2:19][CH2:18]4)(=[O:16])=[O:15])[CH2:10][CH2:9]3)=[N:6][CH:7]=2)=[CH:34][CH:33]=1, predict the reactants needed to synthesize it. (4) Given the product [Br:12][CH2:13][C:14]([NH:5][C:4]1[C:6]([Br:10])=[CH:7][C:8]([Br:9])=[C:2]([CH3:1])[C:3]=1[Br:11])=[O:15], predict the reactants needed to synthesize it. The reactants are: [CH3:1][C:2]1[C:3]([Br:11])=[C:4]([C:6]([Br:10])=[CH:7][C:8]=1[Br:9])[NH2:5].[Br:12][CH2:13][C:14](Cl)=[O:15]. (5) Given the product [C:1]1([CH2:7][CH2:8][CH2:9][CH2:10][CH2:11][CH2:12][CH2:13][NH:14][C:26](=[O:27])[C:25]2[CH:29]=[C:30]([C:36]3[CH:37]=[C:38]([CH3:43])[CH:39]=[C:40]([CH3:42])[CH:41]=3)[C:31]([O:32][CH2:33][O:34][CH3:35])=[C:23]([C:18]3[CH:17]=[C:16]([CH3:15])[CH:21]=[C:20]([CH3:22])[CH:19]=3)[CH:24]=2)[CH:6]=[CH:5][CH:4]=[CH:3][CH:2]=1, predict the reactants needed to synthesize it. The reactants are: [C:1]1([CH2:7][CH2:8][CH2:9][CH2:10][CH2:11][CH2:12][CH2:13][NH2:14])[CH:6]=[CH:5][CH:4]=[CH:3][CH:2]=1.[CH3:15][C:16]1[CH:17]=[C:18]([C:23]2[CH:24]=[C:25]([CH:29]=[C:30]([C:36]3[CH:41]=[C:40]([CH3:42])[CH:39]=[C:38]([CH3:43])[CH:37]=3)[C:31]=2[O:32][CH2:33][O:34][CH3:35])[C:26](O)=[O:27])[CH:19]=[C:20]([CH3:22])[CH:21]=1.C(N(CC)CC)C.ON1C2C=CC=CC=2N=N1.C1CCC(N=C=NC2CCCCC2)CC1. (6) Given the product [N:12]1[CH:11]=[CH:10][C:9]([C:23]2[C:31]3[C:26](=[CH:27][CH:28]=[C:29]([C:32]([O:34][CH3:35])=[O:33])[CH:30]=3)[NH:25][N:24]=2)=[CH:14][CH:13]=1, predict the reactants needed to synthesize it. The reactants are: CC1(C)C(C)(C)OB([C:9]2[CH:14]=[CH:13][N:12]=[CH:11][CH:10]=2)O1.C(=O)([O-])[O-].[Na+].[Na+].Br[C:23]1[C:31]2[C:26](=[CH:27][CH:28]=[C:29]([C:32]([O:34][CH3:35])=[O:33])[CH:30]=2)[NH:25][N:24]=1. (7) Given the product [CH2:1]([O:3][C:4](=[O:24])[CH2:5][C:6]1[CH:11]=[CH:10][C:9]([O:12][CH3:13])=[C:8]([O:14][C:15]2[CH:20]=[CH:19][C:18]([Br:21])=[CH:17][C:16]=2[CH2:22][N:27]2[C@@H:26]([CH3:25])[C@@H:30]([C:31]3[CH:36]=[CH:35][CH:34]=[CH:33][CH:32]=3)[O:29][C:28]2=[O:37])[CH:7]=1)[CH3:2], predict the reactants needed to synthesize it. The reactants are: [CH2:1]([O:3][C:4](=[O:24])[CH2:5][C:6]1[CH:11]=[CH:10][C:9]([O:12][CH3:13])=[C:8]([O:14][C:15]2[CH:20]=[CH:19][C:18]([Br:21])=[CH:17][C:16]=2[CH2:22]Br)[CH:7]=1)[CH3:2].[CH3:25][C@H:26]1[C@@H:30]([C:31]2[CH:36]=[CH:35][CH:34]=[CH:33][CH:32]=2)[O:29][C:28](=[O:37])[NH:27]1. (8) Given the product [NH2:10][C:7]1[N:8]=[CH:9][C:4]([CH2:1][CH2:2][OH:17])=[N:5][CH:6]=1, predict the reactants needed to synthesize it. The reactants are: [CH2:1]([C:4]1[N:5]=[CH:6][C:7]([NH2:10])=[N:8][CH:9]=1)[CH:2]=C.[BH4-].[Na+].[NH4+].[Cl-].C([OH:17])C. (9) Given the product [N:3]1([C:8]2[CH:9]=[C:10]([C:18]3[S:22][C:21]([NH:23][C:25]([N:27]4[CH:31]=[CH:30][N:29]=[CH:28]4)=[O:26])=[N:20][C:19]=3[CH3:24])[CH:11]=[CH:12][C:13]=2[S:14]([CH3:17])(=[O:16])=[O:15])[CH:7]=[CH:6][N:5]=[CH:4]1, predict the reactants needed to synthesize it. The reactants are: [H-].[Na+].[N:3]1([C:8]2[CH:9]=[C:10]([C:18]3[S:22][C:21]([NH2:23])=[N:20][C:19]=3[CH3:24])[CH:11]=[CH:12][C:13]=2[S:14]([CH3:17])(=[O:16])=[O:15])[CH:7]=[CH:6][N:5]=[CH:4]1.[C:25](N1C=CN=C1)([N:27]1[CH:31]=[CH:30][N:29]=[CH:28]1)=[O:26].